Dataset: Forward reaction prediction with 1.9M reactions from USPTO patents (1976-2016). Task: Predict the product of the given reaction. Given the reactants [NH2:1][C:2]1[N:10]=[CH:9][C:8]([Br:11])=[CH:7][C:3]=1[C:4](O)=[O:5].[CH3:12][NH:13][CH3:14].C(P(C#N)(CC)=O)C.C(N(CC)CC)C, predict the reaction product. The product is: [NH2:1][C:2]1[N:10]=[CH:9][C:8]([Br:11])=[CH:7][C:3]=1[C:4]([N:13]([CH3:14])[CH3:12])=[O:5].